Dataset: Forward reaction prediction with 1.9M reactions from USPTO patents (1976-2016). Task: Predict the product of the given reaction. (1) Given the reactants [Br:1]N1C(=O)CCC1=O.[NH2:9][C:10]1[N:17]=[C:16]([C:18]2[O:19][CH:20]=[CH:21][CH:22]=2)[CH:15]=[CH:14][C:11]=1[C:12]#[N:13].C(=O)([O-])[O-].[K+].[K+], predict the reaction product. The product is: [NH2:9][C:10]1[N:17]=[C:16]([C:18]2[O:19][CH:20]=[CH:21][CH:22]=2)[C:15]([Br:1])=[CH:14][C:11]=1[C:12]#[N:13]. (2) Given the reactants CCN(C(C)C)C(C)C.[Br:10][C:11]1[CH:12]=[C:13]([C:17]([NH2:24])([C:19]2[CH:23]=[CH:22][NH:21][N:20]=2)[CH3:18])[CH:14]=[CH:15][CH:16]=1.[Cl:25][CH2:26][C:27](Cl)=[O:28], predict the reaction product. The product is: [Br:10][C:11]1[CH:12]=[C:13]([C:17]([NH:24][C:27](=[O:28])[CH2:26][Cl:25])([C:19]2[CH:23]=[CH:22][NH:21][N:20]=2)[CH3:18])[CH:14]=[CH:15][CH:16]=1. (3) Given the reactants ClC1C([F:20])=C(C(C2C=CC=CC=2)C2NC=NC=2)C=CC=1.Cl[C:22]1[C:23](C)=[C:24]([CH:28]([C:34]2[CH:39]=[CH:38][CH:37]=[CH:36][CH:35]=2)[C:29]2[NH:33][CH:32]=[N:31][CH:30]=2)[CH:25]=[CH:26][CH:27]=1, predict the reaction product. The product is: [F:20][C:22]1[CH:23]=[C:24]([CH:28]([C:34]2[CH:39]=[CH:38][CH:37]=[CH:36][CH:35]=2)[C:29]2[NH:33][CH:32]=[N:31][CH:30]=2)[CH:25]=[CH:26][CH:27]=1. (4) Given the reactants Cl[C:2]1[C:11]2[C:6](=[CH:7][CH:8]=[CH:9][CH:10]=2)[C:5](=[O:12])[NH:4][N:3]=1.[Cl:13][C:14]1[CH:19]=[C:18](B(O)O)[CH:17]=[CH:16][N:15]=1.C([O-])([O-])=O.[Cs+].[Cs+], predict the reaction product. The product is: [Cl:13][C:14]1[CH:19]=[C:18]([C:2]2[C:11]3[C:6](=[CH:7][CH:8]=[CH:9][CH:10]=3)[C:5](=[O:12])[NH:4][N:3]=2)[CH:17]=[CH:16][N:15]=1. (5) Given the reactants [CH:1](=[O:8])[C:2]1[CH:7]=[CH:6][CH:5]=[N:4][CH:3]=1.[CH2:9]([Li])[CH2:10][CH2:11][CH3:12].[Cl-].[NH4+].O, predict the reaction product. The product is: [N:4]1[CH:5]=[CH:6][CH:7]=[C:2]([CH:1]([OH:8])[CH2:9][CH2:10][CH2:11][CH3:12])[CH:3]=1.